Dataset: NCI-60 drug combinations with 297,098 pairs across 59 cell lines. Task: Regression. Given two drug SMILES strings and cell line genomic features, predict the synergy score measuring deviation from expected non-interaction effect. (1) Drug 1: CS(=O)(=O)C1=CC(=C(C=C1)C(=O)NC2=CC(=C(C=C2)Cl)C3=CC=CC=N3)Cl. Drug 2: CN1C2=C(C=C(C=C2)N(CCCl)CCCl)N=C1CCCC(=O)O.Cl. Cell line: M14. Synergy scores: CSS=-1.42, Synergy_ZIP=2.41, Synergy_Bliss=4.68, Synergy_Loewe=0.519, Synergy_HSA=0.967. (2) Drug 1: CN1C(=O)N2C=NC(=C2N=N1)C(=O)N. Drug 2: CC1CCC2CC(C(=CC=CC=CC(CC(C(=O)C(C(C(=CC(C(=O)CC(OC(=O)C3CCCCN3C(=O)C(=O)C1(O2)O)C(C)CC4CCC(C(C4)OC)OCCO)C)C)O)OC)C)C)C)OC. Cell line: SN12C. Synergy scores: CSS=-2.94, Synergy_ZIP=1.08, Synergy_Bliss=-1.42, Synergy_Loewe=-6.81, Synergy_HSA=-9.18. (3) Drug 1: C1CC(C1)(C(=O)O)C(=O)O.[NH2-].[NH2-].[Pt+2]. Drug 2: C1=NC2=C(N=C(N=C2N1C3C(C(C(O3)CO)O)F)Cl)N. Cell line: PC-3. Synergy scores: CSS=7.64, Synergy_ZIP=-2.92, Synergy_Bliss=-0.662, Synergy_Loewe=-9.31, Synergy_HSA=-2.51.